This data is from Forward reaction prediction with 1.9M reactions from USPTO patents (1976-2016). The task is: Predict the product of the given reaction. (1) Given the reactants [CH3:1][S:2]([NH2:5])(=[O:4])=[O:3].[H-].[Na+].F[C:9]1[CH:14]=[C:13]([F:15])[CH:12]=[CH:11][C:10]=1[N+:16]([O-:18])=[O:17].Cl, predict the reaction product. The product is: [F:15][C:13]1[CH:12]=[CH:11][C:10]([N+:16]([O-:18])=[O:17])=[C:9]([NH:5][S:2]([CH3:1])(=[O:4])=[O:3])[CH:14]=1. (2) Given the reactants [CH3:1][C:2]1[O:6][C:5]([CH2:7][C:8]2[CH:13]=[CH:12][CH:11]=[C:10]([CH3:14])[CH:9]=2)=[N:4][C:3]=1[C:15]([O:17][CH3:18])=[O:16].[H-].[Al+3].[Li+].[H-].[H-].[H-].[CH2:25]1COCC1, predict the reaction product. The product is: [CH3:11][CH2:10][CH2:9][CH:8]([CH3:13])[CH3:7].[C:15]([O:17][CH2:18][CH3:25])(=[O:16])[CH3:3].[CH3:1][C:2]1[O:6][C:5]([CH2:7][C:8]2[CH:13]=[CH:12][CH:11]=[C:10]([CH3:14])[CH:9]=2)=[N:4][C:3]=1[CH2:15][OH:16]. (3) Given the reactants Br[C:2]1[CH:3]=[C:4]([C:16]([F:19])([F:18])[F:17])[C:5]2[N:6]([C:8]([Cl:15])=[C:9]([C:11]([O:13][CH3:14])=[O:12])[N:10]=2)[CH:7]=1.[Br-].[CH2:21]([Zn+])[CH2:22][CH2:23][CH3:24], predict the reaction product. The product is: [CH2:21]([C:2]1[CH:3]=[C:4]([C:16]([F:19])([F:18])[F:17])[C:5]2[N:6]([C:8]([Cl:15])=[C:9]([C:11]([O:13][CH3:14])=[O:12])[N:10]=2)[CH:7]=1)[CH2:22][CH2:23][CH3:24]. (4) Given the reactants N1C=CC=CC=1C(O)=O.[NH2:10][C:11]1[C:16]([C:17]2[CH:22]=[CH:21][C:20]([OH:23])=[CH:19][CH:18]=2)=[CH:15][CH:14]=[CH:13][N:12]=1.P([O-])([O-])([O-])=O.[K+].[K+].[K+].Br[C:33]1[CH:38]=[CH:37][C:36]([C:39]([F:42])([F:41])[F:40])=[CH:35][C:34]=1[CH3:43], predict the reaction product. The product is: [CH3:43][C:34]1[CH:35]=[C:36]([C:39]([F:40])([F:41])[F:42])[CH:37]=[CH:38][C:33]=1[O:23][C:20]1[CH:21]=[CH:22][C:17]([C:16]2[C:11]([NH2:10])=[N:12][CH:13]=[CH:14][CH:15]=2)=[CH:18][CH:19]=1. (5) The product is: [CH3:18][O:19][C:20](=[O:29])[CH:21]([N:6]1[C:5](=[O:9])[CH:4]=[C:3]([N:2]([CH3:1])[C:10]2[CH:15]=[CH:14][CH:13]=[CH:12][CH:11]=2)[CH:8]=[N:7]1)[CH2:22][CH:23]1[CH2:24][CH2:25][CH2:26][CH2:27]1. Given the reactants [CH3:1][N:2]([C:10]1[CH:15]=[CH:14][CH:13]=[CH:12][CH:11]=1)[C:3]1[CH:8]=[N:7][NH:6][C:5](=[O:9])[CH:4]=1.[H-].[Na+].[CH3:18][O:19][C:20](=[O:29])[CH:21](Br)[CH2:22][CH:23]1[CH2:27][CH2:26][CH2:25][CH2:24]1, predict the reaction product.